This data is from Full USPTO retrosynthesis dataset with 1.9M reactions from patents (1976-2016). The task is: Predict the reactants needed to synthesize the given product. (1) Given the product [CH2:1]([O:4][C:13]1[C:18]([CH2:19][NH:20][C:21]2[C:22]([F:32])=[C:23]([O:30][CH3:31])[CH:24]=[C:25]([O:28][CH3:29])[C:26]=2[F:27])=[CH:17][N:16]=[C:15]2[N:33]([CH2:36][C:37]3[CH:38]=[CH:39][C:40]([O:43][CH3:44])=[CH:41][CH:42]=3)[N:34]=[CH:35][C:14]=12)[CH:2]=[CH2:3], predict the reactants needed to synthesize it. The reactants are: [CH2:1]([OH:4])[CH:2]=[CH2:3].CN(C)C=O.[H-].[Na+].Cl[C:13]1[C:18]([CH2:19][NH:20][C:21]2[C:26]([F:27])=[C:25]([O:28][CH3:29])[CH:24]=[C:23]([O:30][CH3:31])[C:22]=2[F:32])=[CH:17][N:16]=[C:15]2[N:33]([CH2:36][C:37]3[CH:42]=[CH:41][C:40]([O:43][CH3:44])=[CH:39][CH:38]=3)[N:34]=[CH:35][C:14]=12. (2) Given the product [Br:1][C:2]1[N:3]=[C:4]2[C:10]([I:11])=[CH:9][N:8]([S:20]([C:17]3[CH:18]=[CH:19][C:14]([CH3:24])=[CH:15][CH:16]=3)(=[O:22])=[O:21])[C:5]2=[N:6][CH:7]=1, predict the reactants needed to synthesize it. The reactants are: [Br:1][C:2]1[N:3]=[C:4]2[C:10]([I:11])=[CH:9][NH:8][C:5]2=[N:6][CH:7]=1.[H-].[Na+].[C:14]1([CH3:24])[CH:19]=[CH:18][C:17]([S:20](Cl)(=[O:22])=[O:21])=[CH:16][CH:15]=1. (3) Given the product [Cl:13][C:14]1[CH:19]=[C:18]([Cl:20])[CH:17]=[C:16]([Cl:21])[C:15]=1[N:22]1[C:26]2=[N:27][C:28]([CH2:32][C:33]3[CH:38]=[CH:37][C:36]([NH:39][C:40]([O:7][CH2:6][CH2:5][CH2:4][N:2]([CH3:3])[CH3:1])=[O:41])=[CH:35][CH:34]=3)=[N:29][C:30](=[O:31])[C:25]2=[C:24]([CH:42]([CH3:44])[CH3:43])[NH:23]1, predict the reactants needed to synthesize it. The reactants are: [CH3:1][N:2]([CH2:4][CH2:5][CH2:6][OH:7])[CH3:3].[Li]CCCC.[Cl:13][C:14]1[CH:19]=[C:18]([Cl:20])[CH:17]=[C:16]([Cl:21])[C:15]=1[N:22]1[C:26]2=[N:27][C:28]([CH2:32][C:33]3[CH:38]=[CH:37][C:36]([N:39]=[C:40]=[O:41])=[CH:35][CH:34]=3)=[N:29][C:30](=[O:31])[C:25]2=[C:24]([CH:42]([CH3:44])[CH3:43])[NH:23]1.C([O-])(O)=O.[Na+]. (4) Given the product [Cl:1][C:2]1[N:3]=[C:4]([CH3:11])[CH:5]=[C:6]([Cl:10])[C:7]=1[CH:8]=[O:9], predict the reactants needed to synthesize it. The reactants are: [Cl:1][C:2]1[C:7]([CH2:8][OH:9])=[C:6]([Cl:10])[CH:5]=[C:4]([CH3:11])[N:3]=1.C1C=C[NH+]=CC=1.[O-][Cr](Cl)(=O)=O. (5) Given the product [OH:4][C@H:5]([CH3:30])[CH2:6][CH2:7][CH2:8][CH2:9][N:10]1[C:19](=[O:20])[C:18]2[N:17]([CH2:21][C:22]3[CH:27]=[CH:26][CH:25]=[CH:24][CH:23]=3)[C:16]([CH3:28])=[N:15][C:14]=2[N:13]([CH3:29])[C:11]1=[O:12], predict the reactants needed to synthesize it. The reactants are: C([O:4][C@H:5]([CH3:30])[CH2:6][CH2:7][CH2:8][CH2:9][N:10]1[C:19](=[O:20])[C:18]2[N:17]([CH2:21][C:22]3[CH:27]=[CH:26][CH:25]=[CH:24][CH:23]=3)[C:16]([CH3:28])=[N:15][C:14]=2[N:13]([CH3:29])[C:11]1=[O:12])(=O)C.Cl. (6) Given the product [Br:1][C:2]1[CH:7]=[CH:6][C:5]([O:8][CH3:10])=[CH:4][C:3]=1[F:9], predict the reactants needed to synthesize it. The reactants are: [Br:1][C:2]1[CH:7]=[CH:6][C:5]([OH:8])=[CH:4][C:3]=1[F:9].[C:10]([O-])([O-])=O.[K+].[K+].S(OC)(OC)(=O)=O. (7) Given the product [CH2:1]([O:7][C:8]1[C:17]([CH:18]=[O:19])=[C:16]([O:20][CH3:21])[CH:15]=[CH:14][C:9]=1[C:10]([O:12][CH3:13])=[O:11])[CH:2]=[CH2:3], predict the reactants needed to synthesize it. The reactants are: [CH2:1](Br)[CH:2]=[CH2:3].[OH-].[K+].[OH:7][C:8]1[C:17]([CH:18]=[O:19])=[C:16]([O:20][CH3:21])[CH:15]=[CH:14][C:9]=1[C:10]([O:12][CH3:13])=[O:11].Cl. (8) Given the product [CH3:46][C:41]([NH:40][C:38](=[O:39])[O:37][C:33]([CH3:36])([CH3:35])[CH3:34])([CH3:45])[C:42]([NH:1][C@H:2]([CH2:29][CH:30]([CH3:32])[CH3:31])[C:3](=[O:4])[NH:5][CH:6]1[CH2:15][C:14]2[C:9](=[C:10]([N:16]3[CH2:20][CH2:19][CH2:18][C:17]3=[O:21])[CH:11]=[CH:12][CH:13]=2)[N:8]([CH2:22][C:23]2[CH:27]=[CH:26][S:25][CH:24]=2)[C:7]1=[O:28])=[O:43], predict the reactants needed to synthesize it. The reactants are: [NH2:1][C@H:2]([CH2:29][CH:30]([CH3:32])[CH3:31])[C:3]([NH:5][CH:6]1[CH2:15][C:14]2[C:9](=[C:10]([N:16]3[CH2:20][CH2:19][CH2:18][C:17]3=[O:21])[CH:11]=[CH:12][CH:13]=2)[N:8]([CH2:22][C:23]2[CH:27]=[CH:26][S:25][CH:24]=2)[C:7]1=[O:28])=[O:4].[C:33]([O:37][C:38]([NH:40][C:41]([CH3:46])([CH3:45])[C:42](O)=[O:43])=[O:39])([CH3:36])([CH3:35])[CH3:34].ON1C2C=CC=CC=2N=N1.Cl.C(N=C=NCCCN(C)C)C.[Cl-].[Na+]. (9) Given the product [CH2:1]([O:3][C:4](=[O:32])[CH2:5][CH:6]([N:10]1[C:18]2[C:13](=[CH:14][C:15]([CH2:19][CH2:20][CH2:21][C:22]3[CH:31]=[CH:30][C:29]4[CH2:28][CH2:27][CH2:26][NH:25][C:24]=4[N:23]=3)=[CH:16][CH:17]=2)[CH:12]=[CH:11]1)[CH2:7][CH2:8][CH3:9])[CH3:2], predict the reactants needed to synthesize it. The reactants are: [CH2:1]([O:3][C:4](=[O:32])[CH2:5][CH:6]([N:10]1[C:18]2[C:13](=[CH:14][C:15]([CH2:19][CH2:20][CH2:21][C:22]3[CH:31]=[CH:30][C:29]4[C:24](=[N:25][CH:26]=[CH:27][CH:28]=4)[N:23]=3)=[CH:16][CH:17]=2)[CH:12]=[CH:11]1)[CH2:7][CH2:8][CH3:9])[CH3:2].